From a dataset of Forward reaction prediction with 1.9M reactions from USPTO patents (1976-2016). Predict the product of the given reaction. (1) Given the reactants [O:1]1[C:6]2[CH:7]=[CH:8][CH:9]=[CH:10][C:5]=2[O:4][CH2:3][C@@H:2]1[C:11]([N:13]1[CH2:18][CH2:17][CH2:16][C@@H:15]([C:19]2[CH:24]=[CH:23][CH:22]=[C:21]([O:25][CH3:26])[CH:20]=2)[CH2:14]1)=O, predict the reaction product. The product is: [O:1]1[C:6]2[CH:7]=[CH:8][CH:9]=[CH:10][C:5]=2[O:4][CH2:3][C@@H:2]1[CH2:11][N:13]1[CH2:18][CH2:17][CH2:16][C@@H:15]([C:19]2[CH:24]=[CH:23][CH:22]=[C:21]([O:25][CH3:26])[CH:20]=2)[CH2:14]1. (2) The product is: [C:1]([O:5][C:6]([N:8]1[CH2:13][CH2:12][N:11]([CH2:17][CH3:18])[C:10](=[O:14])[CH2:9]1)=[O:7])([CH3:4])([CH3:2])[CH3:3]. Given the reactants [C:1]([O:5][C:6]([N:8]1[CH2:13][CH2:12][NH:11][C:10](=[O:14])[CH2:9]1)=[O:7])([CH3:4])([CH3:3])[CH3:2].[H-].[Na+].[CH2:17](I)[CH3:18].O, predict the reaction product. (3) Given the reactants [F:1][C:2]1[CH:7]=[CH:6][C:5]([F:8])=[CH:4][C:3]=1[CH:9]([S:22]([C:25]1[CH:30]=[CH:29][C:28]([F:31])=[CH:27][CH:26]=1)(=[O:24])=[O:23])[C:10]1[C:11]([CH3:21])=[CH:12][C:13]([C:16]([NH:18][CH2:19][OH:20])=[O:17])=[N:14][CH:15]=1.[Si:32]([O:49][CH2:50][CH2:51]O)([C:45]([CH3:48])([CH3:47])[CH3:46])([C:39]1[CH:44]=[CH:43][CH:42]=[CH:41][CH:40]=1)[C:33]1[CH:38]=[CH:37][CH:36]=[CH:35][CH:34]=1.C1(C)C=CC(S(O)(=O)=O)=CC=1, predict the reaction product. The product is: [Si:32]([O:49][CH2:50][CH2:51][O:20][CH2:19][NH:18][C:16]([C:13]1[CH:12]=[C:11]([CH3:21])[C:10]([CH:9]([C:3]2[CH:4]=[C:5]([F:8])[CH:6]=[CH:7][C:2]=2[F:1])[S:22]([C:25]2[CH:26]=[CH:27][C:28]([F:31])=[CH:29][CH:30]=2)(=[O:24])=[O:23])=[CH:15][N:14]=1)=[O:17])([C:45]([CH3:46])([CH3:47])[CH3:48])([C:39]1[CH:40]=[CH:41][CH:42]=[CH:43][CH:44]=1)[C:33]1[CH:38]=[CH:37][CH:36]=[CH:35][CH:34]=1. (4) Given the reactants [O:1]1[CH:5]=[C:4]([C:6]2[CH:15]=[CH:14][C:9]([O:10][CH2:11][CH2:12][NH2:13])=[CH:8][CH:7]=2)[N:3]=[CH:2]1.[F-].C([N+:21]([CH2:30][CH2:31][CH2:32][CH3:33])([CH2:26][CH2:27][CH2:28]C)CCCC)CCC.[OH2:34].CO.ClCCl, predict the reaction product. The product is: [O:1]1[CH:5]=[C:4]([C:6]2[CH:15]=[CH:14][C:9]([O:10][CH2:11][CH2:12][NH:13][CH2:33][C@@H:32]([C:31]3[CH:30]=[N:21][CH:26]=[CH:27][CH:28]=3)[OH:34])=[CH:8][CH:7]=2)[N:3]=[CH:2]1. (5) Given the reactants N1C=CC=CC=1.[OH:7][CH:8]1[C:14]2[CH:15]=[CH:16][CH:17]=[CH:18][C:13]=2[N:12]([C:19]([NH2:21])=[O:20])[C:11]2[CH:22]=[CH:23][CH:24]=[CH:25][C:10]=2[CH2:9]1.C(OCC)(=O)C.C([C@:35]1([OH:46])[C:40](=[O:41])[O:39]C(=O)[C@:36]1([C:43](=[O:45])C)[OH:42])(=O)C, predict the reaction product. The product is: [C:43]([OH:7])(=[O:45])[CH:36]([CH:35]([C:40]([OH:39])=[O:41])[OH:46])[OH:42].[OH:7][C@@H:8]1[C:14]2[CH:15]=[CH:16][CH:17]=[CH:18][C:13]=2[N:12]([C:19]([NH2:21])=[O:20])[C:11]2[CH:22]=[CH:23][CH:24]=[CH:25][C:10]=2[CH2:9]1. (6) Given the reactants Br[CH:2]([CH3:19])[CH2:3][CH2:4][S:5]([CH2:8][CH2:9][S:10]([CH2:13][CH2:14][C:15]([O:17][CH3:18])=[O:16])(=[O:12])=[O:11])(=[O:7])=[O:6].[C:20]([OH:23])(=[S:22])[CH3:21].CCN(C(C)C)C(C)C, predict the reaction product. The product is: [C:20]([S:22][CH:2]([CH3:19])[CH2:3][CH2:4][S:5]([CH2:8][CH2:9][S:10]([CH2:13][CH2:14][C:15]([O:17][CH3:18])=[O:16])(=[O:12])=[O:11])(=[O:7])=[O:6])(=[O:23])[CH3:21]. (7) Given the reactants C[Si](C)(C)[N-][Si](C)(C)C.[Li+].[F:11][C:12]1([F:23])[CH2:16][CH2:15][CH2:14][CH:13]1[CH2:17][C:18]([O:20][CH2:21][CH3:22])=[O:19].Br[C:25]1[CH:30]=[CH:29][C:28]([Cl:31])=[CH:27][CH:26]=1.C1(P(C2CCCCC2)C2C=CC=CC=2C2C=CC=CC=2N(C)C)CCCCC1, predict the reaction product. The product is: [Cl:31][C:28]1[CH:29]=[CH:30][C:25]([CH:17]([CH:13]2[CH2:14][CH2:15][CH2:16][C:12]2([F:23])[F:11])[C:18]([O:20][CH2:21][CH3:22])=[O:19])=[CH:26][CH:27]=1.